This data is from Catalyst prediction with 721,799 reactions and 888 catalyst types from USPTO. The task is: Predict which catalyst facilitates the given reaction. (1) Reactant: [CH3:1][C:2]1([CH3:10])[O:9][C:7](=[O:8])[CH2:6][C:4](=[O:5])[O:3]1.[CH2:11]=[C:12]1[O:16][C:14](=[O:15])[CH2:13]1. Product: [OH:15][C:14](=[C:6]1[C:7](=[O:8])[O:9][C:2]([CH3:10])([CH3:1])[O:3][C:4]1=[O:5])[CH2:13][C:12](=[O:16])[CH3:11]. The catalyst class is: 2. (2) Reactant: [CH:1]([C:5]1[CH:10]=[CH:9][CH:8]=[C:7]([CH:11]([CH2:13][CH3:14])[CH3:12])[C:6]=1[O:15]C(=O)N)([CH2:3][CH3:4])[CH3:2].[OH-].[Na+]. Product: [CH:11]([C:7]1[CH:8]=[CH:9][CH:10]=[C:5]([CH:1]([CH2:3][CH3:4])[CH3:2])[C:6]=1[OH:15])([CH2:13][CH3:14])[CH3:12]. The catalyst class is: 12. (3) Reactant: CC([N:5]([C:9]([CH3:33])([CH3:32])[C:10]([NH:12][C:13]1[CH:14]=[N:15][C:16]([O:19][C:20]2[C:21]3[CH:22]4[CH2:30][C:23]4([CH3:31])[CH2:24][O:25][C:26]=3[CH:27]=[CH:28][CH:29]=2)=[CH:17][CH:18]=1)=[O:11])C(=O)[O-])(C)C.C(O)(C(F)(F)F)=O. Product: [CH3:33][C:9]([C:10]([NH:12][C:13]1[CH:14]=[N:15][C:16]([O:19][C:20]2[C:21]3[CH:22]4[CH2:30][C:23]4([CH3:31])[CH2:24][O:25][C:26]=3[CH:27]=[CH:28][CH:29]=2)=[CH:17][CH:18]=1)=[O:11])([CH3:32])[NH2:5]. The catalyst class is: 4. (4) Reactant: O=C1CCC(=O)N1[C:8](=[O:20])[C:9]([NH:12][C:13](=[O:19])[O:14][C:15]([CH3:18])([CH3:17])[CH3:16])([CH3:11])[CH3:10].[NH2:21][C@H:22]([C@@H:26]([O:28][CH2:29][C:30]1[CH:35]=[CH:34][CH:33]=[CH:32][CH:31]=1)[CH3:27])[C:23]([OH:25])=[O:24].O. Product: [CH2:29]([O:28][C@@H:26]([CH3:27])[C@@H:22]([NH:21][C:8](=[O:20])[C:9]([NH:12][C:13]([O:14][C:15]([CH3:18])([CH3:17])[CH3:16])=[O:19])([CH3:11])[CH3:10])[C:23]([OH:25])=[O:24])[C:30]1[CH:31]=[CH:32][CH:33]=[CH:34][CH:35]=1. The catalyst class is: 1. (5) Reactant: [CH:1]([C:3]1[CH:8]=[CH:7][C:6](B(O)O)=[CH:5][CH:4]=1)=O.Br[C:13]1[CH:18]=[CH:17][CH:16]=[CH:15][N:14]=1.O1CCC[CH2:20]1.C(=O)([O-])[O-].[K+].[K+]. Product: [CH:1]([C:3]1[CH:8]=[CH:7][C:6]([C:13]2[CH:18]=[CH:17][CH:16]=[CH:15][N:14]=2)=[CH:5][CH:4]=1)=[CH2:20]. The catalyst class is: 713. (6) Reactant: [CH3:1][O:2][C:3]1[CH:4]=[CH:5][C:6]([O:30]COC)=[C:7](/[CH:9]=[CH:10]/[C:11](=[O:29])[CH2:12][C:13](=[O:28])/[CH:14]=[CH:15]/[C:16]2[CH:21]=[C:20]([O:22][CH3:23])[CH:19]=[CH:18][C:17]=2[O:24][CH2:25][O:26][CH3:27])[CH:8]=1.FC(F)(F)C(O)=O.C([O-])(O)=O.[Na+]. Product: [OH:24][C:17]1[CH:18]=[CH:19][C:20]([O:22][CH3:23])=[CH:21][C:16]=1/[CH:15]=[CH:14]/[C:13](=[O:28])[CH2:12][C:11](=[O:29])/[CH:10]=[CH:9]/[C:7]1[CH:8]=[C:3]([O:2][CH3:1])[CH:4]=[CH:5][C:6]=1[OH:30].[OH:30][C:6]1[CH:5]=[CH:4][C:3]([O:2][CH3:1])=[CH:8][C:7]=1/[CH:9]=[CH:10]/[C:11](=[O:29])[CH2:12][C:13](=[O:28])/[CH:14]=[CH:15]/[C:16]1[CH:21]=[C:20]([O:22][CH3:23])[CH:19]=[CH:18][C:17]=1[O:24][CH2:25][O:26][CH3:27]. The catalyst class is: 4. (7) Reactant: [OH:1][CH2:2][C:3]([C:6]1[CH:10]=[C:9]([NH:11][C:12](=[O:19])OCC(Cl)(Cl)Cl)[N:8]([C:20]2[CH:25]=[CH:24][C:23]([CH3:26])=[CH:22][CH:21]=2)[N:7]=1)([CH3:5])[CH3:4].[NH2:27][CH2:28][C:29]1[CH:47]=[C:46]([F:48])[CH:45]=[CH:44][C:30]=1[O:31][C:32]1[CH:33]=[C:34]2[C:38](=[CH:39][CH:40]=1)[N:37]([CH2:41][CH2:42][OH:43])[N:36]=[CH:35]2. Product: [F:48][C:46]1[CH:45]=[CH:44][C:30]([O:31][C:32]2[CH:33]=[C:34]3[C:38](=[CH:39][CH:40]=2)[N:37]([CH2:41][CH2:42][OH:43])[N:36]=[CH:35]3)=[C:29]([CH2:28][NH:27][C:12]([NH:11][C:9]2[N:8]([C:20]3[CH:21]=[CH:22][C:23]([CH3:26])=[CH:24][CH:25]=3)[N:7]=[C:6]([C:3]([CH3:5])([CH3:4])[CH2:2][OH:1])[CH:10]=2)=[O:19])[CH:47]=1. The catalyst class is: 44. (8) Reactant: [Cl:1][C:2]1[CH:7]=[CH:6][C:5]([C:8]2[NH:9][C:10]3[C:15]([C:16]=2[CH:17]=[O:18])=[CH:14][CH:13]=[CH:12][CH:11]=3)=[CH:4][C:3]=1[S:19]([NH:22][CH:23]1[CH2:28][CH2:27][CH2:26][CH2:25][CH2:24]1)(=[O:21])=[O:20].Cl([O-])=[O:30].[Na+].S(=O)(=O)(O)N.C(=O)(O)[O-].[Na+]. Product: [Cl:1][C:2]1[CH:7]=[CH:6][C:5]([C:8]2[NH:9][C:10]3[C:15]([C:16]=2[C:17]([OH:30])=[O:18])=[CH:14][CH:13]=[CH:12][CH:11]=3)=[CH:4][C:3]=1[S:19](=[O:21])(=[O:20])[NH:22][CH:23]1[CH2:24][CH2:25][CH2:26][CH2:27][CH2:28]1. The catalyst class is: 38. (9) The catalyst class is: 9. Product: [Cl:16][C:4]1[N:5]=[CH:6][C:7]([C:9]([O:11][CH3:12])=[O:10])=[N:8][C:3]=1[CH2:1][CH3:2]. Reactant: [CH2:1]([C:3]1[C:4](=O)[NH:5][CH:6]=[C:7]([C:9]([O:11][CH3:12])=[O:10])[N:8]=1)[CH3:2].P(Cl)(Cl)([Cl:16])=O. (10) Reactant: C(=O)([O-])[O-].[K+].[K+].[OH:7][C:8]1[CH:21]=[CH:20][C:11]([CH2:12][CH:13]2[NH:18][C:17](=[O:19])[CH2:16][O:15][CH2:14]2)=[CH:10][CH:9]=1.F[C:23]1[CH:30]=[CH:29][C:26]([CH:27]=[O:28])=[CH:25][CH:24]=1. Product: [O:19]=[C:17]1[NH:18][CH:13]([CH2:12][C:11]2[CH:20]=[CH:21][C:8]([O:7][C:23]3[CH:30]=[CH:29][C:26]([CH:27]=[O:28])=[CH:25][CH:24]=3)=[CH:9][CH:10]=2)[CH2:14][O:15][CH2:16]1. The catalyst class is: 3.